Dataset: Full USPTO retrosynthesis dataset with 1.9M reactions from patents (1976-2016). Task: Predict the reactants needed to synthesize the given product. Given the product [N+:11]([C:3]1[C:4]2[N:8]=[N:7][NH:6][C:5]=2[CH:9]=[CH:10][C:2]=1[Cl:1])([O-:13])=[O:12], predict the reactants needed to synthesize it. The reactants are: [Cl:1][C:2]1[CH:10]=[CH:9][C:5]2[NH:6][N:7]=[N:8][C:4]=2[CH:3]=1.[N+:11]([O-])([OH:13])=[O:12].